This data is from Catalyst prediction with 721,799 reactions and 888 catalyst types from USPTO. The task is: Predict which catalyst facilitates the given reaction. (1) Reactant: [CH3:1][O:2][C:3]([C:5]1[NH:6][C:7]([CH3:13])=[C:8]([C:11]#[N:12])[C:9]=1[NH2:10])=[O:4].[Br:14][C:15]1[CH:20]=[CH:19][C:18]([N:21]=[C:22]=[O:23])=[CH:17][CH:16]=1.C(N(CC)CC)C. Product: [Br:14][C:15]1[CH:20]=[CH:19][C:18]([NH:21][C:22]([NH:10][C:9]2[C:8]([C:11]#[N:12])=[C:7]([CH3:13])[NH:6][C:5]=2[C:3]([O:2][CH3:1])=[O:4])=[O:23])=[CH:17][CH:16]=1. The catalyst class is: 26. (2) Reactant: Cl.[Cl:2][C:3]1[CH:8]=[CH:7][C:6]([C@H:9]([NH2:14])[CH2:10][CH:11]2[CH2:13][CH2:12]2)=[C:5]([F:15])[CH:4]=1.C(N(CC)CC)C.[CH3:23][C:24]([O:27][C:28](O[C:28]([O:27][C:24]([CH3:26])([CH3:25])[CH3:23])=[O:29])=[O:29])([CH3:26])[CH3:25]. Product: [C:24]([O:27][C:28](=[O:29])[NH:14][C@@H:9]([C:6]1[CH:7]=[CH:8][C:3]([Cl:2])=[CH:4][C:5]=1[F:15])[CH2:10][CH:11]1[CH2:13][CH2:12]1)([CH3:26])([CH3:25])[CH3:23]. The catalyst class is: 2. (3) Reactant: [CH:1]1([NH:4][C:5](=[O:24])[C:6]2[CH:11]=[CH:10][C:9]([C:12]3[N:16]4[CH:17]=[C:18](Br)[N:19]=[C:20](Br)[C:15]4=[N:14][CH:13]=3)=[CH:8][C:7]=2[CH3:23])[CH2:3][CH2:2]1.[F:25][C:26]([F:31])([F:30])[CH2:27][CH2:28][NH2:29].CCN(C(C)C)C(C)C.[F:41][C:42]1[CH:47]=[CH:46][C:45](B(O)O)=[CH:44][CH:43]=1.C(=O)([O-])[O-].[K+].[K+]. Product: [CH:1]1([NH:4][C:5](=[O:24])[C:6]2[CH:11]=[CH:10][C:9]([C:12]3[N:16]4[CH:17]=[C:18]([C:45]5[CH:46]=[CH:47][C:42]([F:41])=[CH:43][CH:44]=5)[N:19]=[C:20]([NH:29][CH2:28][CH2:27][C:26]([F:31])([F:30])[F:25])[C:15]4=[N:14][CH:13]=3)=[CH:8][C:7]=2[CH3:23])[CH2:3][CH2:2]1. The catalyst class is: 140. (4) Reactant: [CH:1]1[C:18]2[C:17]3[C:16]4[CH:15]=[CH:14][CH:13]=[CH:12][C:11]=4[CH:10]=[CH:9][C:8]=3[CH:7]=[C:6](B(O)O)[C:5]=2[CH:4]=[CH:3][CH:2]=1.[Br:22][C:23]1[CH:24]=[C:25](I)[CH:26]=[CH:27][CH:28]=1.C(=O)([O-])[O-].[Na+].[Na+]. Product: [Br:22][C:23]1[CH:24]=[C:25]([C:3]2[CH:2]=[CH:1][C:18]3[C:17]4[C:16]5[CH:15]=[CH:14][CH:13]=[CH:12][C:11]=5[CH:10]=[CH:9][C:8]=4[CH:7]=[CH:6][C:5]=3[CH:4]=2)[CH:26]=[CH:27][CH:28]=1. The catalyst class is: 206.